From a dataset of Full USPTO retrosynthesis dataset with 1.9M reactions from patents (1976-2016). Predict the reactants needed to synthesize the given product. (1) Given the product [F:3][C:4]1[CH:5]=[CH:6][C:7]2[N:11]=[C:10]([C@@H:12]([NH:14][C:23]3[C:28]4=[N:29][CH:30]=[CH:31][N:27]4[N:26]=[CH:25][N:24]=3)[CH3:13])[N:9]([C:15]3[CH:16]=[CH:17][CH:18]=[CH:19][CH:20]=3)[C:8]=2[CH:21]=1, predict the reactants needed to synthesize it. The reactants are: Cl.Cl.[F:3][C:4]1[CH:5]=[CH:6][C:7]2[N:11]=[C:10]([C@@H:12]([NH2:14])[CH3:13])[N:9]([C:15]3[CH:20]=[CH:19][CH:18]=[CH:17][CH:16]=3)[C:8]=2[CH:21]=1.Cl[C:23]1[C:28]2=[N:29][CH:30]=[CH:31][N:27]2[N:26]=[CH:25][N:24]=1.C(N(C(C)C)CC)(C)C. (2) Given the product [CH3:4][O:5][CH2:6][C:7]1[CH:12]=[C:11]([C:13]([OH:15])=[O:14])[CH:10]=[CH:9][C:8]=1[C:17]1[CH:22]=[CH:21][CH:20]=[CH:19][C:18]=1[C:23]([F:24])([F:25])[F:26], predict the reactants needed to synthesize it. The reactants are: O.[OH-].[Li+].[CH3:4][O:5][CH2:6][C:7]1[CH:12]=[C:11]([C:13]([O:15]C)=[O:14])[CH:10]=[CH:9][C:8]=1[C:17]1[CH:22]=[CH:21][CH:20]=[CH:19][C:18]=1[C:23]([F:26])([F:25])[F:24]. (3) Given the product [NH2:14][C:49]1[C:32]2[C:31]([C:28]3[CH:29]=[CH:30][C:25]([Cl:24])=[CH:26][CH:27]=3)=[N:37][C@@H:36]([CH2:38][C:39]([NH2:41])=[O:40])[C:35]3[O:42][N:43]=[C:44]([CH3:45])[C:34]=3[C:33]=2[CH:46]=[CH:47][N:48]=1, predict the reactants needed to synthesize it. The reactants are: ClC1C=CC(C2C3C=CC(N)=NC=3C3C(C)=NOC=3C[N:14]=2)=CC=1.[Cl:24][C:25]1[CH:30]=[CH:29][C:28]([C:31]2[C:32]3[C:49](F)=[N:48][CH:47]=[CH:46][C:33]=3[C:34]3[C:44]([CH3:45])=[N:43][O:42][C:35]=3[C@H:36]([CH2:38][C:39]([NH2:41])=[O:40])[N:37]=2)=[CH:27][CH:26]=1.ClC1C=CC2C(C3C=CC(Cl)=CC=3)=NCC3ON=C(C)C=3C=2N=1. (4) Given the product [C:13]([SiH:17]([CH3:28])[C:18]1[C:19]([F:26])=[C:20]([F:25])[N:21]=[C:22]([C:32]2[C:31]3[C:30](=[N:41][CH:40]=[CH:39][CH:38]=3)[NH:9][N:34]=2)[C:23]=1[F:24])([CH3:14])([CH3:15])[CH3:16], predict the reactants needed to synthesize it. The reactants are: [Li]CCCC.C([NH:9]C(C)C)(C)C.[C:13]([Si:17]([CH3:28])(C)[C:18]1[C:23]([F:24])=[CH:22][N:21]=[C:20]([F:25])[C:19]=1[F:26])([CH3:16])([CH3:15])[CH3:14].F[C:30]1[N:41]=[CH:40][CH:39]=[CH:38][C:31]=1[C:32]([N:34](OC)C)=O.NN. (5) Given the product [CH3:16][C:17]1[CH:22]=[C:21]([N+:23]([O-:25])=[O:24])[CH:20]=[CH:19][C:18]=1[N:26]=[C:27]1[N:6]([CH2:7][CH:8]([CH3:9])[CH3:10])[C@@H:5]([CH2:11][CH:12]([CH3:13])[CH3:14])[C:4](=[O:15])[S:28]1, predict the reactants needed to synthesize it. The reactants are: C(O[C:4](=[O:15])[C@H:5]([CH2:11][CH:12]([CH3:14])[CH3:13])[NH:6][CH2:7][CH:8]([CH3:10])[CH3:9])C.[CH3:16][C:17]1[CH:22]=[C:21]([N+:23]([O-:25])=[O:24])[CH:20]=[CH:19][C:18]=1[N:26]=[C:27]=[S:28]. (6) Given the product [CH3:1][O:2][C:3]1[CH:4]=[C:5]([CH2:20][C:21]([N:38]2[CH2:39][C@@H:35]([O:34][C:25]3[CH:26]=[CH:27][C:28]4[C:33](=[CH:32][CH:31]=[CH:30][CH:29]=4)[CH:24]=3)[CH2:36][C@H:37]2[CH2:40][O:41][C:42]2[CH:43]=[CH:44][C:45]([C:46]([O:48][CH3:49])=[O:47])=[CH:50][CH:51]=2)=[O:23])[CH:6]=[CH:7][C:8]=1[NH:9][C:10]([NH:12][C:13]1[CH:18]=[CH:17][CH:16]=[CH:15][C:14]=1[CH3:19])=[O:11], predict the reactants needed to synthesize it. The reactants are: [CH3:1][O:2][C:3]1[CH:4]=[C:5]([CH2:20][C:21]([OH:23])=O)[CH:6]=[CH:7][C:8]=1[NH:9][C:10]([NH:12][C:13]1[CH:18]=[CH:17][CH:16]=[CH:15][C:14]=1[CH3:19])=[O:11].[CH:24]1[C:33]2[C:28](=[CH:29][CH:30]=[CH:31][CH:32]=2)[CH:27]=[CH:26][C:25]=1[O:34][C@@H:35]1[CH2:39][NH:38][C@H:37]([CH2:40][O:41][C:42]2[CH:51]=[CH:50][C:45]([C:46]([O:48][CH3:49])=[O:47])=[CH:44][CH:43]=2)[CH2:36]1.CCN=C=NCCCN(C)C.Cl. (7) Given the product [F:1][C:2]1[CH:7]=[C:6]([S:8]([CH3:11])(=[O:9])=[O:10])[CH:5]=[CH:4][C:3]=1[O:12][C:14]1[N:19]=[CH:18][N:17]=[C:16]2[N:20]([CH:23]3[CH2:24][CH2:25][N:26]([C:29]4[O:33][N:32]=[C:31]([CH:34]([CH3:36])[CH3:35])[N:30]=4)[CH2:27][CH2:28]3)[N:21]=[CH:22][C:15]=12, predict the reactants needed to synthesize it. The reactants are: [F:1][C:2]1[CH:7]=[C:6]([S:8]([CH3:11])(=[O:10])=[O:9])[CH:5]=[CH:4][C:3]=1[OH:12].Cl[C:14]1[N:19]=[CH:18][N:17]=[C:16]2[N:20]([CH:23]3[CH2:28][CH2:27][N:26]([C:29]4[O:33][N:32]=[C:31]([CH:34]([CH3:36])[CH3:35])[N:30]=4)[CH2:25][CH2:24]3)[N:21]=[CH:22][C:15]=12.C(=O)([O-])[O-].[K+].[K+]. (8) Given the product [C:1]([O:7][C:8]1[C:9]([CH3:18])=[C:10]2[N:15]([CH:16]=1)[N:14]=[CH:13][N:12]=[C:11]2[O:26][C:25]1[CH:24]=[CH:23][C:22]([NH:27][C:28]([NH:30][C:31](=[O:39])[CH2:32][C:33]2[CH:34]=[CH:35][CH:36]=[CH:37][CH:38]=2)=[S:29])=[CH:21][C:20]=1[F:19])(=[O:6])[C:2]([CH3:5])([CH3:4])[CH3:3], predict the reactants needed to synthesize it. The reactants are: [C:1]([O:7][C:8]1[C:9]([CH3:18])=[C:10]2[N:15]([CH:16]=1)[N:14]=[CH:13][N:12]=[C:11]2Cl)(=[O:6])[C:2]([CH3:5])([CH3:4])[CH3:3].[F:19][C:20]1[CH:21]=[C:22]([NH:27][C:28]([NH:30][C:31](=[O:39])[CH2:32][C:33]2[CH:38]=[CH:37][CH:36]=[CH:35][CH:34]=2)=[S:29])[CH:23]=[CH:24][C:25]=1[OH:26].C(=O)([O-])[O-].[Cs+].[Cs+]. (9) Given the product [Br:12][CH:4]([CH:1]1[CH2:3][CH2:2]1)[C:5]([O:7][CH2:13][CH3:14])=[O:6], predict the reactants needed to synthesize it. The reactants are: [CH:1]1([CH2:4][C:5]([OH:7])=[O:6])[CH2:3][CH2:2]1.S(Cl)(Cl)=O.[BrH:12].[CH3:13][CH2:14]O. (10) Given the product [N+:1]([C:4]1[CH:10]=[CH:9][C:7]([NH:8][C:18](=[O:22])[CH2:19][CH2:20][CH3:21])=[CH:6][CH:5]=1)([O-:3])=[O:2], predict the reactants needed to synthesize it. The reactants are: [N+:1]([C:4]1[CH:10]=[CH:9][C:7]([NH2:8])=[CH:6][CH:5]=1)([O-:3])=[O:2].CN1CCOCC1.[C:18](Cl)(=[O:22])[CH2:19][CH2:20][CH3:21].